Dataset: Catalyst prediction with 721,799 reactions and 888 catalyst types from USPTO. Task: Predict which catalyst facilitates the given reaction. (1) Reactant: COC1C=C(OC)C=CC=1C[NH:6][S:7]([CH2:10][C:11]1[CH:16]=[CH:15][C:14]([N:17]2[CH2:22][CH2:21][O:20][CH2:19][CH2:18]2)=[CH:13][CH:12]=1)(=[O:9])=[O:8].C([Li])CCC.[CH3:34][C:35]([CH3:37])=[O:36].FC(F)(F)C(O)=O. Product: [OH:36][C:35]([CH3:37])([CH3:34])[CH:10]([C:11]1[CH:12]=[CH:13][C:14]([N:17]2[CH2:18][CH2:19][O:20][CH2:21][CH2:22]2)=[CH:15][CH:16]=1)[S:7]([NH2:6])(=[O:8])=[O:9]. The catalyst class is: 134. (2) Reactant: [I:1][C:2]1[C:10]2[C:5](=[N:6][CH:7]=[N:8][C:9]=2[NH2:11])[NH:4][N:3]=1.C([O-])([O-])=O.[K+].[K+].F[C:19]1[CH:24]=[CH:23][C:22]([N+:25]([O-:27])=[O:26])=[CH:21][CH:20]=1.O. Product: [I:1][C:2]1[C:10]2[C:5](=[N:6][CH:7]=[N:8][C:9]=2[NH2:11])[N:4]([C:19]2[CH:24]=[CH:23][C:22]([N+:25]([O-:27])=[O:26])=[CH:21][CH:20]=2)[N:3]=1. The catalyst class is: 3. (3) Reactant: [NH:1]1[CH2:4][CH:3]([CH:5]2[CH2:10][CH2:9][N:8]([C:11]([C:13]3[S:14][CH:15]=[CH:16][N:17]=3)=[O:12])[CH2:7][CH2:6]2)[CH2:2]1.[CH3:18][C:19]1[C:20]2[CH:30]=[CH:29][C:28]([C:31]([F:34])([F:33])[F:32])=[CH:27][C:21]=2[S:22][C:23]=1[C:24]([O-])=[O:25].CCN(CC)CC.CN(C(ON1N=NC2C=CC=NC1=2)=[N+](C)C)C.F[P-](F)(F)(F)(F)F. Product: [CH3:18][C:19]1[C:20]2[CH:30]=[CH:29][C:28]([C:31]([F:34])([F:32])[F:33])=[CH:27][C:21]=2[S:22][C:23]=1[C:24]([N:1]1[CH2:2][CH:3]([CH:5]2[CH2:6][CH2:7][N:8]([C:11]([C:13]3[S:14][CH:15]=[CH:16][N:17]=3)=[O:12])[CH2:9][CH2:10]2)[CH2:4]1)=[O:25]. The catalyst class is: 2. (4) Reactant: C([O:8][C:9]1[CH:10]=[C:11]2[C:16](=[CH:17][CH:18]=1)[CH:15]([C:19]1[CH:24]=[CH:23][C:22]([O:25][CH2:26][CH2:27][N:28]3[CH2:32][CH2:31][CH2:30][CH2:29]3)=[CH:21][CH:20]=1)[NH:14][CH2:13][CH2:12]2)C1C=CC=CC=1.C([O-])=O.[NH4+]. Product: [N:28]1([CH2:27][CH2:26][O:25][C:22]2[CH:23]=[CH:24][C:19]([CH:15]3[C:16]4[C:11](=[CH:10][C:9]([OH:8])=[CH:18][CH:17]=4)[CH2:12][CH2:13][NH:14]3)=[CH:20][CH:21]=2)[CH2:32][CH2:31][CH2:30][CH2:29]1. The catalyst class is: 105. (5) Reactant: [O:1]=[CH:2][C:3]1[CH:11]=[CH:10][C:8]([OH:9])=[C:5]([O:6][CH3:7])[CH:4]=1.C(N(CC)CC)C.[F:19][C:20]([F:33])([F:32])[S:21](O[S:21]([C:20]([F:33])([F:32])[F:19])(=[O:23])=[O:22])(=[O:23])=[O:22]. Product: [CH:2]([C:3]1[CH:11]=[CH:10][C:8]([O:9][S:21]([C:20]([F:33])([F:32])[F:19])(=[O:23])=[O:22])=[C:5]([O:6][CH3:7])[CH:4]=1)=[O:1]. The catalyst class is: 4.